This data is from Catalyst prediction with 721,799 reactions and 888 catalyst types from USPTO. The task is: Predict which catalyst facilitates the given reaction. (1) Reactant: [CH3:1][O:2][CH2:3][C@@H:4]1[N:9]([C:10]([O:12][CH2:13][C:14]2[CH:19]=[CH:18][CH:17]=[CH:16][CH:15]=2)=[O:11])[CH2:8][C@@H:7]([C:20]([O:22]C)=[O:21])[CH2:6][CH2:5]1.[Li+].[OH-]. Product: [CH2:13]([O:12][C:10]([N:9]1[C@@H:4]([CH2:3][O:2][CH3:1])[CH2:5][CH2:6][C@H:7]([C:20]([OH:22])=[O:21])[CH2:8]1)=[O:11])[C:14]1[CH:19]=[CH:18][CH:17]=[CH:16][CH:15]=1. The catalyst class is: 30. (2) Reactant: [CH3:1][O:2][C:3]([SiH3:8])(OC)OC.C(O[CH2:12][CH3:13])C.[CH2:14]([Si:17]([CH2:26][CH:27]=[CH2:28])([CH2:23][CH:24]=[CH2:25])[CH2:18][CH2:19][CH2:20][Mg]Br)[CH:15]=[CH2:16].Cl. Product: [CH2:14]([Si:17]([CH2:26][CH:12]=[CH2:13])([CH2:18][CH:19]=[CH2:20])[CH2:23][CH2:24][CH2:25][SiH:8]([CH2:20][CH2:19][CH2:18][Si:17]([CH2:26][CH:27]=[CH2:28])([CH2:14][CH:15]=[CH2:16])[CH2:23][CH:24]=[CH2:25])[CH2:3][O:2][CH3:1])[CH:15]=[CH2:16]. The catalyst class is: 6. (3) Reactant: [S:1]([O-:5])([O-:4])(=[O:3])=[O:2].[NH4+:6].[NH4+].[S:8](=O)(=[O:11])([OH:10])[O-:9].[NH4+].N. Product: [S:1]([O:5][S:8]([O-:11])(=[O:10])=[O:9])([O-:4])(=[O:3])=[O:2].[NH4+:6].[NH4+:6]. The catalyst class is: 6. (4) Reactant: P([O-])([O-])([O-])=O.[Na].[F:7][C:8]1[C:13]([F:14])=[C:12]([C:15]([F:18])([F:17])[F:16])[CH:11]=[CH:10][C:9]=1[C:19]1[N:20]=[C:21]([NH:24][C:25](=[O:41])[CH2:26][C:27]2[C:35]3[C:34](=[O:36])[N:33]([CH3:37])[C:32](=[O:38])[N:31]([CH3:39])[C:30]=3[O:29][C:28]=2[CH3:40])[S:22][CH:23]=1.[P:42]([O:54][CH2:55]Cl)([O:49][C:50]([CH3:53])([CH3:52])[CH3:51])([O:44][C:45]([CH3:48])([CH3:47])[CH3:46])=[O:43].[I-].[Na+]. Product: [P:42]([O:54][CH2:55][N:20]1[C:19]([C:9]2[CH:10]=[CH:11][C:12]([C:15]([F:16])([F:18])[F:17])=[C:13]([F:14])[C:8]=2[F:7])=[CH:23][S:22][C:21]1=[N:24][C:25](=[O:41])[CH2:26][C:27]1[C:35]2[C:34](=[O:36])[N:33]([CH3:37])[C:32](=[O:38])[N:31]([CH3:39])[C:30]=2[O:29][C:28]=1[CH3:40])([O:44][C:45]([CH3:48])([CH3:47])[CH3:46])([O:49][C:50]([CH3:51])([CH3:52])[CH3:53])=[O:43]. The catalyst class is: 21. (5) Reactant: [Cl:1][C:2]1[C:3](I)=[CH:4][C:5]([N+:9]([O-:11])=[O:10])=[C:6]([CH:8]=1)[NH2:7].O.[O-]P([O-])([O-])=O.[K+].[K+].[K+].[F:22][C:23]([F:34])([F:33])[C:24]1[CH:29]=[CH:28][C:27](B(O)O)=[CH:26][CH:25]=1. Product: [Cl:1][C:2]1[C:3]([C:27]2[CH:28]=[CH:29][C:24]([C:23]([F:34])([F:33])[F:22])=[CH:25][CH:26]=2)=[CH:4][C:5]([N+:9]([O-:11])=[O:10])=[C:6]([CH:8]=1)[NH2:7]. The catalyst class is: 77. (6) Reactant: [F:1][C:2]1[CH:3]=[C:4]([CH:9]([CH3:13])C(O)=O)[CH:5]=[CH:6][C:7]=1[F:8].C(Cl)(=O)[C:15]([Cl:17])=[O:16]. Product: [F:1][C:2]1[CH:3]=[C:4]([CH2:9][CH2:13][C:15]([Cl:17])=[O:16])[CH:5]=[CH:6][C:7]=1[F:8]. The catalyst class is: 204.